From a dataset of NCI-60 drug combinations with 297,098 pairs across 59 cell lines. Regression. Given two drug SMILES strings and cell line genomic features, predict the synergy score measuring deviation from expected non-interaction effect. Drug 1: C1=C(C(=O)NC(=O)N1)N(CCCl)CCCl. Drug 2: C1=CC(=CC=C1C#N)C(C2=CC=C(C=C2)C#N)N3C=NC=N3. Cell line: HCC-2998. Synergy scores: CSS=9.56, Synergy_ZIP=-0.0237, Synergy_Bliss=-0.942, Synergy_Loewe=-1.49, Synergy_HSA=-1.51.